From a dataset of NCI-60 drug combinations with 297,098 pairs across 59 cell lines. Regression. Given two drug SMILES strings and cell line genomic features, predict the synergy score measuring deviation from expected non-interaction effect. (1) Drug 1: C1=CC(=C2C(=C1NCCNCCO)C(=O)C3=C(C=CC(=C3C2=O)O)O)NCCNCCO. Drug 2: COC1=C2C(=CC3=C1OC=C3)C=CC(=O)O2. Cell line: HCT116. Synergy scores: CSS=45.9, Synergy_ZIP=0.131, Synergy_Bliss=-2.87, Synergy_Loewe=-36.1, Synergy_HSA=-2.31. (2) Drug 1: CCC1=C2CN3C(=CC4=C(C3=O)COC(=O)C4(CC)O)C2=NC5=C1C=C(C=C5)O. Drug 2: C1=CC=C(C=C1)NC(=O)CCCCCCC(=O)NO. Cell line: K-562. Synergy scores: CSS=59.2, Synergy_ZIP=-0.0941, Synergy_Bliss=2.88, Synergy_Loewe=-6.60, Synergy_HSA=7.39. (3) Drug 1: C1CCC(C1)C(CC#N)N2C=C(C=N2)C3=C4C=CNC4=NC=N3. Drug 2: CN(CCCl)CCCl.Cl. Cell line: UACC-257. Synergy scores: CSS=-5.59, Synergy_ZIP=3.17, Synergy_Bliss=-0.758, Synergy_Loewe=-3.32, Synergy_HSA=-4.89. (4) Drug 1: CC12CCC3C(C1CCC2=O)CC(=C)C4=CC(=O)C=CC34C. Drug 2: CN(C)N=NC1=C(NC=N1)C(=O)N. Cell line: HCC-2998. Synergy scores: CSS=6.63, Synergy_ZIP=1.31, Synergy_Bliss=-5.54, Synergy_Loewe=-36.9, Synergy_HSA=-5.46. (5) Drug 1: CC(C)NC(=O)C1=CC=C(C=C1)CNNC.Cl. Drug 2: C(CN)CNCCSP(=O)(O)O. Cell line: U251. Synergy scores: CSS=-17.9, Synergy_ZIP=13.8, Synergy_Bliss=9.02, Synergy_Loewe=-22.7, Synergy_HSA=-20.9. (6) Drug 1: C1CCC(C(C1)N)N.C(=O)(C(=O)[O-])[O-].[Pt+4]. Drug 2: CC1C(C(CC(O1)OC2CC(CC3=C2C(=C4C(=C3O)C(=O)C5=C(C4=O)C(=CC=C5)OC)O)(C(=O)CO)O)N)O.Cl. Cell line: SK-MEL-5. Synergy scores: CSS=62.3, Synergy_ZIP=-1.90, Synergy_Bliss=0.185, Synergy_Loewe=0.284, Synergy_HSA=2.64.